Dataset: Full USPTO retrosynthesis dataset with 1.9M reactions from patents (1976-2016). Task: Predict the reactants needed to synthesize the given product. (1) Given the product [C:1]([O:5][C:6]([NH:8][C@@H:9]([C:12]1[N:13]([S:36]([C:33]2[CH:34]=[CH:35][C:30]([CH3:40])=[CH:31][CH:32]=2)(=[O:38])=[O:37])[CH:14]=[CH:15][C:16]=1[C:17]([O:19][C:20]([CH3:22])([CH3:21])[CH3:23])=[O:18])[CH2:10][CH3:11])=[O:7])([CH3:4])([CH3:2])[CH3:3], predict the reactants needed to synthesize it. The reactants are: [C:1]([O:5][C:6]([NH:8][C@@H:9]([C:12]1[NH:13][CH:14]=[CH:15][C:16]=1[C:17]([O:19][C:20]([CH3:23])([CH3:22])[CH3:21])=[O:18])[CH2:10][CH3:11])=[O:7])([CH3:4])([CH3:3])[CH3:2].CC(C)([O-])C.[Na+].[C:30]1([CH3:40])[CH:35]=[CH:34][C:33]([S:36](Cl)(=[O:38])=[O:37])=[CH:32][CH:31]=1.O. (2) Given the product [CH2:8]([O:5][C:3](=[O:4])[CH2:2][C:1]([CH:21]1[CH2:22][CH2:23][N:18]([C:16]([O:15][CH3:14])=[O:17])[CH:19]([CH2:27][C:28]2[CH:29]=[CH:30][C:31]([S:34]([CH3:37])(=[O:35])=[O:36])=[CH:32][CH:33]=2)[CH2:20]1)=[O:7])[CH3:9], predict the reactants needed to synthesize it. The reactants are: [C:1]([OH:7])(=O)[CH2:2][C:3]([OH:5])=[O:4].[CH2:8]([K])[CH3:9].[Mg+2].[Cl-].[Cl-].[CH3:14][O:15][C:16]([N:18]1[CH2:23][CH2:22][CH:21](C(O)=O)[CH2:20][CH:19]1[CH2:27][C:28]1[CH:33]=[CH:32][C:31]([S:34]([CH3:37])(=[O:36])=[O:35])=[CH:30][CH:29]=1)=[O:17].C(N1C=CN=C1)(N1C=CN=C1)=O. (3) Given the product [OH:26][CH:25]([CH:27]1[CH2:32][CH2:31][O:30][CH2:29][CH2:28]1)[C:23]1[S:22][C:19]2[C:20](=[O:21])[N:15]([C:12]3[CH:11]=[CH:10][C:9]([N:5]4[CH2:6][CH2:7][CH2:8][N:2]([CH3:1])[CH2:3][CH2:4]4)=[CH:14][CH:13]=3)[CH:16]=[N:17][C:18]=2[CH:24]=1, predict the reactants needed to synthesize it. The reactants are: [CH3:1][N:2]1[CH2:8][CH2:7][CH2:6][N:5]([C:9]2[CH:14]=[CH:13][C:12]([N:15]3[C:20](=[O:21])[C:19]4[S:22][C:23]([C:25]([CH:27]5[CH2:32][CH2:31][O:30][CH2:29][CH2:28]5)=[O:26])=[CH:24][C:18]=4[N:17]=[CH:16]3)=[CH:11][CH:10]=2)[CH2:4][CH2:3]1.[BH4-].[Na+]. (4) Given the product [NH2:24][C:22]1[N:23]=[C:12]([S:13][CH3:14])[C:9]([C:10]#[N:11])=[C:1]([C:2]2[CH:7]=[CH:6][CH:5]=[CH:4][CH:3]=2)[N:21]=1, predict the reactants needed to synthesize it. The reactants are: [C:1]([C:9](=[C:12](SC)[S:13][CH3:14])[C:10]#[N:11])(=O)[C:2]1[CH:7]=[CH:6][CH:5]=[CH:4][CH:3]=1.[N+]([O-])(O)=O.[NH2:21][C:22]([NH2:24])=[NH:23].C(N(CC)CC)C.O. (5) Given the product [CH:16]([O:15][CH:9]([CH2:8][C:4]1[CH:5]=[CH:6][CH:7]=[C:2]([O:1][S:28]([C:27]([F:46])([F:45])[F:26])(=[O:30])=[O:29])[CH:3]=1)[C:10]([O:12][CH2:13][CH3:14])=[O:11])([CH3:17])[CH3:18], predict the reactants needed to synthesize it. The reactants are: [OH:1][C:2]1[CH:3]=[C:4]([CH2:8][CH:9]([O:15][CH:16]([CH3:18])[CH3:17])[C:10]([O:12][CH2:13][CH3:14])=[O:11])[CH:5]=[CH:6][CH:7]=1.C(N(CC)CC)C.[F:26][C:27]([F:46])([F:45])[S:28](N([S:28]([C:27]([F:46])([F:45])[F:26])(=[O:30])=[O:29])C1C=CC=CC=1)(=[O:30])=[O:29]. (6) Given the product [Br:1][C:2]1[CH:7]=[CH:6][C:5]([C:8]2[N:9]=[C:10]([C:23]3[CH:28]=[CH:27][C:26]([F:29])=[C:25]([F:30])[CH:24]=3)[O:11][C:12]=2[C@@H:13]2[CH2:18][CH2:17][CH2:16][CH2:15][C@H:14]2[C:19]([OH:21])=[O:20])=[CH:4][CH:3]=1, predict the reactants needed to synthesize it. The reactants are: [Br:1][C:2]1[CH:7]=[CH:6][C:5]([C:8]2[N:9]=[C:10]([C:23]3[CH:28]=[CH:27][C:26]([F:29])=[C:25]([F:30])[CH:24]=3)[O:11][C:12]=2[C@@H:13]2[CH2:18][CH2:17][CH2:16][CH2:15][C@H:14]2[C:19]([O:21]C)=[O:20])=[CH:4][CH:3]=1.[OH-].[Na+].Cl. (7) Given the product [CH3:16][O:15][CH:12]([O:13][CH3:14])[C:11]1[N:10]=[C:9]2[C:4]([CH2:5][CH2:6][CH2:7][NH:8]2)=[CH:3][C:2]=1[O:19][CH3:18], predict the reactants needed to synthesize it. The reactants are: Br[C:2]1[CH:3]=[C:4]2[C:9](=[N:10][C:11]=1[CH:12]([O:15][CH3:16])[O:13][CH3:14])[NH:8][C@H:7](C)[CH2:6][CH2:5]2.[CH3:18][O-:19].[Na+].[NH4+].[Cl-].